From a dataset of Reaction yield outcomes from USPTO patents with 853,638 reactions. Predict the reaction yield, written as a fraction of the theoretical maximum amount of product (1.0 means a 100% yield; for example, 0.34 means a 34% yield). (1) The reactants are [CH2:1]([O:8][C:9]1[CH:14]=[CH:13][C:12]([F:15])=[C:11]([F:16])[C:10]=1[F:17])[C:2]1[CH:7]=[CH:6][CH:5]=[CH:4][CH:3]=1.C([N-]C(C)C)(C)C.[Li+].[C:26](=[O:28])=[O:27]. The catalyst is C1COCC1. The product is [CH2:1]([O:8][C:9]1[C:10]([F:17])=[C:11]([F:16])[C:12]([F:15])=[C:13]([CH:14]=1)[C:26]([OH:28])=[O:27])[C:2]1[CH:3]=[CH:4][CH:5]=[CH:6][CH:7]=1. The yield is 0.820. (2) The reactants are [CH2:1]1[C:9]2[C:4](=[CH:5][CH:6]=[CH:7][CH:8]=2)[CH2:3][CH2:2]1.[C:10](OC(=O)C)(=[O:12])[CH3:11].[Al+3].[Cl-].[Cl-].[Cl-]. The catalyst is C(Cl)Cl. The product is [CH2:1]1[C:9]2[C:4](=[CH:5][CH:6]=[C:7]([C:10](=[O:12])[CH3:11])[CH:8]=2)[CH2:3][CH2:2]1. The yield is 0.880. (3) The reactants are [Cl:1][C:2]1[CH:11]=[C:10]([CH3:12])[C:9]([N+:13]([O-])=O)=[CH:8][C:3]=1[C:4]([O:6][CH3:7])=[O:5]. The catalyst is [Pd]. The product is [NH2:13][C:9]1[C:10]([CH3:12])=[CH:11][C:2]([Cl:1])=[C:3]([CH:8]=1)[C:4]([O:6][CH3:7])=[O:5]. The yield is 0.950. (4) The catalyst is C(#N)CC.CS(C)=O. The reactants are O[CH2:2][C:3]1[CH:12]=[N:11][C:10]2[N:9]3[CH2:13][CH2:14][CH2:15][CH2:16][C@H:8]3[C:7](=[O:17])[NH:6][C:5]=2[CH:4]=1.[I-].C(C[P+](C)(C)C)#N.CCN(C(C)C)C(C)C.Cl.[Cl:36][C:37]1[CH:38]=[C:39]([CH:45]=[CH:46][C:47]=1[N:48]1[CH2:53][CH2:52][NH:51][CH2:50][CH2:49]1)[C:40]([NH:42][CH2:43][CH3:44])=[O:41]. The yield is 0.200. The product is [Cl:36][C:37]1[CH:38]=[C:39]([CH:45]=[CH:46][C:47]=1[N:48]1[CH2:49][CH2:50][N:51]([CH2:2][C:3]2[CH:12]=[N:11][C:10]3[N:9]4[CH2:13][CH2:14][CH2:15][CH2:16][C@H:8]4[C:7](=[O:17])[NH:6][C:5]=3[CH:4]=2)[CH2:52][CH2:53]1)[C:40]([NH:42][CH2:43][CH3:44])=[O:41]. (5) The reactants are [CH3:1][O:2][C:3]1[CH:4]=[CH:5][CH:6]=[C:7]2[C:12]=1[NH:11][C:10](=[O:13])[CH:9]=[C:8]2[CH3:14].[H-].[Na+].[CH3:17]I. The catalyst is CN(C=O)C. The product is [CH3:1][O:2][C:3]1[CH:4]=[CH:5][CH:6]=[C:7]2[C:12]=1[N:11]([CH3:17])[C:10](=[O:13])[CH:9]=[C:8]2[CH3:14]. The yield is 0.638. (6) The reactants are [C:1]([C:4]1[N:5]=[C:6]([N:9]2[CH2:12][CH:11]([S:13][C:14]3[C@H:15]([CH3:45])[C@@H:16]4[C@@H:33]([C@H:34]([O:36][Si:37]([C:40]([CH3:43])([CH3:42])[CH3:41])([CH3:39])[CH3:38])[CH3:35])[C:32](=[O:44])[N:17]4[C:18]=3[C:19]([O:21][CH2:22][C:23]3[CH:28]=[CH:27][C:26]([N+:29]([O-:31])=[O:30])=[CH:25][CH:24]=3)=[O:20])[CH2:10]2)[S:7][CH:8]=1)([OH:3])=O.Cl.[N+:47]([C:50]1[CH:64]=[CH:63][C:53]([CH2:54][O:55][C:56](=[O:62])[C@H:57]([CH:59]([CH3:61])[CH3:60])[NH2:58])=[CH:52][CH:51]=1)([O-:49])=[O:48].C(P(C#N)(CC)=O)C.C(N(C(C)C)CC)(C)C. The catalyst is CN(C)C=O. The product is [CH3:60][CH:59]([CH3:61])[C@H:57]([NH:58][C:1]([C:4]1[N:5]=[C:6]([N:9]2[CH2:12][CH:11]([S:13][C:14]3[C@H:15]([CH3:45])[C@@H:16]4[C@@H:33]([C@H:34]([O:36][Si:37]([C:40]([CH3:43])([CH3:42])[CH3:41])([CH3:38])[CH3:39])[CH3:35])[C:32](=[O:44])[N:17]4[C:18]=3[C:19]([O:21][CH2:22][C:23]3[CH:28]=[CH:27][C:26]([N+:29]([O-:31])=[O:30])=[CH:25][CH:24]=3)=[O:20])[CH2:10]2)[S:7][CH:8]=1)=[O:3])[C:56]([O:55][CH2:54][C:53]1[CH:63]=[CH:64][C:50]([N+:47]([O-:49])=[O:48])=[CH:51][CH:52]=1)=[O:62]. The yield is 0.860.